Task: Predict the product of the given reaction.. Dataset: Forward reaction prediction with 1.9M reactions from USPTO patents (1976-2016) (1) Given the reactants Br[C:2]1[CH:3]=[C:4]([NH:10][C:11]2[S:12][C:13]([CH3:16])=[N:14][N:15]=2)[C:5](=[O:9])[N:6]([CH3:8])[CH:7]=1.[C:17]([O:20][CH2:21][C:22]1[C:23]([N:31]2[CH2:42][CH2:41][N:40]3[C:33](=[CH:34][C:35]4[CH2:36][C:37]([CH3:44])([CH3:43])[CH2:38][C:39]=43)[C:32]2=[O:45])=[N:24][CH:25]=[CH:26][C:27]=1B(O)O)(=[O:19])[CH3:18].[O-]P([O-])([O-])=O.[K+].[K+].[K+].C([O-])(=O)C.[Na+], predict the reaction product. The product is: [C:17]([O:20][CH2:21][C:22]1[C:23]([N:31]2[CH2:42][CH2:41][N:40]3[C:33](=[CH:34][C:35]4[CH2:36][C:37]([CH3:44])([CH3:43])[CH2:38][C:39]=43)[C:32]2=[O:45])=[N:24][CH:25]=[CH:26][C:27]=1[C:2]1[CH:3]=[C:4]([NH:10][C:11]2[S:12][C:13]([CH3:16])=[N:14][N:15]=2)[C:5](=[O:9])[N:6]([CH3:8])[CH:7]=1)(=[O:19])[CH3:18]. (2) Given the reactants Cl.[F:2][CH2:3][C:4]([CH3:7])([NH2:6])[CH3:5].S([O-])([O-])(=O)=O.[Mg+2].C(=O)([O-])[O-].[K+].[K+].[CH:20](=O)[CH2:21][CH2:22][CH2:23][CH2:24][CH3:25], predict the reaction product. The product is: [F:2][CH2:3][C:4]([CH3:7])([N:6]=[CH:20][CH2:21][CH2:22][CH2:23][CH2:24][CH3:25])[CH3:5].